From a dataset of Full USPTO retrosynthesis dataset with 1.9M reactions from patents (1976-2016). Predict the reactants needed to synthesize the given product. (1) Given the product [O:1]=[C:2]1[N:6]([C:7]2[CH:14]=[CH:13][C:10]([C:11]#[N:12])=[C:9]([C:15]([F:18])([F:16])[F:17])[CH:8]=2)[C@@H:5]2[CH2:19][CH2:20][CH2:21][CH2:22][C@H:4]2[N:3]1[C:24]1[CH:29]=[CH:28][N:27]=[CH:26][CH:25]=1, predict the reactants needed to synthesize it. The reactants are: [O:1]=[C:2]1[N:6]([C:7]2[CH:14]=[CH:13][C:10]([C:11]#[N:12])=[C:9]([C:15]([F:18])([F:17])[F:16])[CH:8]=2)[C@@H:5]2[CH2:19][CH2:20][CH2:21][CH2:22][C@H:4]2[NH:3]1.Br[C:24]1[CH:29]=[CH:28][N:27]=[CH:26][CH:25]=1. (2) The reactants are: Cl[C:2]1[C:7]([CH2:8][N:9]([CH3:20])[C@@H:10]2[C:19]3[C:14](=[CH:15][CH:16]=[CH:17][CH:18]=3)[CH2:13][CH2:12][CH2:11]2)=[C:6]([CH3:21])[N:5]=[C:4]([C:22]2[C:27]([CH2:28][CH3:29])=[CH:26][CH:25]=[CH:24][C:23]=2[CH2:30][CH3:31])[N:3]=1.[C:32]1([OH:38])[CH:37]=[CH:36][CH:35]=[CH:34][CH:33]=1.CC([O-])(C)C.[K+].C([O-])(O)=O.[Na+]. Given the product [CH2:30]([C:23]1[CH:24]=[CH:25][CH:26]=[C:27]([CH2:28][CH3:29])[C:22]=1[C:4]1[N:5]=[C:6]([CH3:21])[C:7]([CH2:8][N:9]([CH3:20])[C@@H:10]2[C:19]3[C:14](=[CH:15][CH:16]=[CH:17][CH:18]=3)[CH2:13][CH2:12][CH2:11]2)=[C:2]([O:38][C:32]2[CH:37]=[CH:36][CH:35]=[CH:34][CH:33]=2)[N:3]=1)[CH3:31], predict the reactants needed to synthesize it. (3) Given the product [ClH:1].[CH3:33][C:28]1[NH:29][C:30]2[C:26]([C:27]=1[CH3:34])=[CH:25][C:24]([NH:23][C:2]1[C:11]3[C:6](=[CH:7][C:8]([O:14][CH2:15][CH:16]4[CH2:21][CH2:20][N:19]([CH3:22])[CH2:18][CH2:17]4)=[C:9]([O:12][CH3:13])[CH:10]=3)[N:5]=[CH:4][N:3]=1)=[CH:32][CH:31]=2, predict the reactants needed to synthesize it. The reactants are: [Cl:1][C:2]1[C:11]2[C:6](=[CH:7][C:8]([O:14][CH2:15][CH:16]3[CH2:21][CH2:20][N:19]([CH3:22])[CH2:18][CH2:17]3)=[C:9]([O:12][CH3:13])[CH:10]=2)[N:5]=[CH:4][N:3]=1.[NH2:23][C:24]1[CH:25]=[C:26]2[C:30](=[CH:31][CH:32]=1)[NH:29][C:28]([CH3:33])=[C:27]2[CH3:34].Cl. (4) The reactants are: Br[C:2]1[C:10]2[O:9][CH2:8][C@@H:7]([N:11]([C:26](=[O:31])[C:27]([F:30])([F:29])[F:28])[C:12]3[CH:25]=[CH:24][C:15]4[C@H:16]([CH2:19][C:20]([O:22][CH3:23])=[O:21])[CH2:17][O:18][C:14]=4[CH:13]=3)[C:6]=2[CH:5]=[CH:4][CH:3]=1.[NH2:32][C:33]1[CH:34]=[C:35]([CH:38]=[CH:39][CH:40]=1)[C:36]#[N:37].C1(P(C2C=CC=CC=2)C2C3OC4C(=CC=CC=4P(C4C=CC=CC=4)C4C=CC=CC=4)C(C)(C)C=3C=CC=2)C=CC=CC=1.C(=O)([O-])[O-].[Cs+].[Cs+]. Given the product [C:36]([C:35]1[CH:34]=[C:33]([NH:32][C:2]2[C:10]3[O:9][CH2:8][C@@H:7]([N:11]([C:26](=[O:31])[C:27]([F:30])([F:29])[F:28])[C:12]4[CH:25]=[CH:24][C:15]5[C@H:16]([CH2:19][C:20]([O:22][CH3:23])=[O:21])[CH2:17][O:18][C:14]=5[CH:13]=4)[C:6]=3[CH:5]=[CH:4][CH:3]=2)[CH:40]=[CH:39][CH:38]=1)#[N:37], predict the reactants needed to synthesize it. (5) Given the product [NH2:30][C:26]1[N:27]=[CH:28][N:29]=[C:24]([N:20]2[C:19]3[CH:31]=[C:15]([C:14]#[C:13][C:8]4([CH2:7][OH:6])[CH2:9][CH2:10][CH2:11][CH2:12]4)[CH:16]=[CH:17][C:18]=3[N:22]=[C:21]2[CH3:23])[N:25]=1, predict the reactants needed to synthesize it. The reactants are: C([SiH2][O:6][C:7](C)(C)[C:8]1([C:13]#[C:14][C:15]2[CH:16]=[CH:17][C:18]3[N:22]=[C:21]([CH3:23])[N:20]([C:24]4[N:29]=[CH:28][N:27]=[C:26]([NH2:30])[N:25]=4)[C:19]=3[CH:31]=2)[CH2:12][CH2:11][CH2:10][CH2:9]1)(C)(C)C.CCCC[N+](CCCC)(CCCC)CCCC.[F-].O.